This data is from Experimentally validated miRNA-target interactions with 360,000+ pairs, plus equal number of negative samples. The task is: Binary Classification. Given a miRNA mature sequence and a target amino acid sequence, predict their likelihood of interaction. (1) The miRNA is hsa-miR-4418 with sequence CACUGCAGGACUCAGCAG. The protein sequence of the target gene is MTANRDAALSSHRHPGCAQRPRTPTFASSSQRRSAFGFDDGNFPGLGERSHAPGSRLGARRRAKTARGLRGHRQRGAGAGLSRPGSARAPSPPRPGGPENPGGVLSVELPGLLAQLARSFALLLPVYALGYLGLSFSWVLLALALLAWCRRSRGLKALRLCRALALLEDEERVVRLGVRACDLPAWVHFPDTERAEWLNKTVKHMWPFICQFIEKLFRETIEPAVRGANTHLSTFSFTKVDVGQQPLRINGVKVYTENVDKRQIILDLQISFVGNCEIDLEIKRYFCRAGVKSIQIHGTM.... Result: 1 (interaction). (2) The miRNA is hsa-miR-4425 with sequence UGUUGGGAUUCAGCAGGACCAU. The protein sequence of the target gene is MAARSVSGITRRVFMWTVSGTPCREFWSRFRKEKEPVVVETVEEKKEPILVCPPLRSRAYTPPEDLQSRLESYVKEVFGSSLPSNWQDISLEDSRLKFNLLAHLADDLGHVVPNSRLHQMCRVRDVLDFYNVPIQDRSKFDELSASNLPPNLKITWSY. Result: 0 (no interaction). (3) The protein sequence of the target gene is MAESIIIRVQSPDGVKRITATKRETAATFLKKVAKEFGFQNNGFSVYINRNKTGEITASSNKSLNLLKIKHGDLLFLFPSSLAGPSSEMETSVPPGFKVFGAPNVVEDEIDQYLSKQDGKIYRSRDPQLCRHGPLGKCVHCVPLEPFDEDYLNHLEPPVKHMSFHAYIRKLTGGADKGKFVALENISCKIKSGCEGHLPWPNGICTKCQPSAITLNRQKYRHVDNIMFENHTVADRFLDFWRKTGNQHFGYLYGRYTEHKDIPLGIRAEVAAIYEPPQIGTQNSLELLEDPKAEVVDEIA.... Result: 1 (interaction). The miRNA is hsa-miR-4771 with sequence AGCAGACUUGACCUACAAUUA. (4) The miRNA is hsa-miR-4436b-5p with sequence GUCCACUUCUGCCUGCCCUGCC. The protein sequence of the target gene is MALSKSMHARNRYKDKPPDFAYLASKYPDFKQHVQINLNGRVSLNFKDPEAVRALTCTLLREDFGLSIDIPLERLIPTVPLRLNYIHWVEDLIGHQDSDKSTLRRGIDIGTGASCIYPLLGATLNGWYFLATEVDDMCFNYAKKNVEQNNLSDLIKVVKVPQKTLLMDALKEESEIIYDFCMCNPPFFANQLEAKGVNSRNPRRPPPSSVNTGGITEIMAEGGELEFVKRIIHDSLQLKKRLRWYSCMLGKKCSLAPLKEELRIQGVPKVTYTEFCQGRTMRWALAWSFYDDVTVPSPPS.... Result: 1 (interaction).